The task is: Predict the product of the given reaction.. This data is from Forward reaction prediction with 1.9M reactions from USPTO patents (1976-2016). (1) Given the reactants [C:1](N1C=CN=C1)([N:3]1[CH:7]=[CH:6][N:5]=[CH:4]1)=[O:2].[CH2:13]([N:15]([CH2:35][C:36]([CH3:38])=[CH2:37])[C:16]1[N:21]=[C:20]([N:22]([CH2:27][CH3:28])[CH2:23][C:24]([CH3:26])=[CH2:25])[N:19]=[C:18]([N:29]2[CH2:34][CH2:33][NH:32][CH2:31][CH2:30]2)[N:17]=1)[CH3:14].C1CCN2C(=NCCC2)CC1.C(OCC)(=O)C, predict the reaction product. The product is: [N:3]1([C:1]([N:32]2[CH2:33][CH2:34][N:29]([C:18]3[N:17]=[C:16]([N:15]([CH2:13][CH3:14])[CH2:35][C:36]([CH3:38])=[CH2:37])[N:21]=[C:20]([N:22]([CH2:27][CH3:28])[CH2:23][C:24]([CH3:26])=[CH2:25])[N:19]=3)[CH2:30][CH2:31]2)=[O:2])[CH:7]=[CH:6][N:5]=[CH:4]1. (2) Given the reactants [F:1][C:2]1[CH:3]=[N:4][C:5]2[C:10]([C:11]=1[CH2:12][CH2:13][C:14]13[CH2:21][CH2:20][C:17]([NH:22][C:23](=[O:29])[O:24][C:25]([CH3:28])([CH3:27])[CH3:26])([CH2:18][CH2:19]1)[CH2:16][O:15]3)=[N:9][C:8]([OH:30])=[CH:7][CH:6]=2.Br[CH2:32][CH2:33][CH2:34][CH2:35][C:36]([O:38][CH2:39][CH3:40])=[O:37], predict the reaction product. The product is: [C:25]([O:24][C:23]([NH:22][C:17]12[CH2:18][CH2:19][C:14]([CH2:13][CH2:12][C:11]3[C:2]([F:1])=[CH:3][N:4]=[C:5]4[C:10]=3[N:9]=[C:8]([O:30][CH2:32][CH2:33][CH2:34][CH2:35][C:36]([O:38][CH2:39][CH3:40])=[O:37])[CH:7]=[CH:6]4)([CH2:21][CH2:20]1)[O:15][CH2:16]2)=[O:29])([CH3:27])([CH3:26])[CH3:28]. (3) The product is: [NH2:32][C:29]1([C:27]([N:25]2[CH2:26][CH:23]([C:21]3[CH:20]=[CH:19][C:16]4[C:17]5[N:18]=[C:9]([C:8]6[N:4]([CH:1]([CH3:3])[CH3:2])[N:5]=[CH:6][N:7]=6)[S:10][C:11]=5[CH2:12][CH2:13][O:14][C:15]=4[CH:22]=3)[CH2:24]2)=[O:28])[CH2:30][CH2:31]1. Given the reactants [CH:1]([N:4]1[C:8]([C:9]2[S:10][C:11]3[CH2:12][CH2:13][O:14][C:15]4[CH:22]=[C:21]([CH:23]5[CH2:26][N:25]([C:27]([C:29]6([NH:32]C(=O)O)[CH2:31][CH2:30]6)=[O:28])[CH2:24]5)[CH:20]=[CH:19][C:16]=4[C:17]=3[N:18]=2)=[N:7][CH:6]=[N:5]1)([CH3:3])[CH3:2].Cl.O1CCOCC1, predict the reaction product. (4) Given the reactants [CH2:1]([O:3][C:4](=[O:18])[CH:5]([O:15][CH2:16][CH3:17])[CH2:6][C:7]1[CH:12]=[CH:11][C:10]([OH:13])=[CH:9][C:8]=1[CH3:14])[CH3:2].Cl[CH2:20][C:21]1[N:22]=[C:23]([C:27]2[CH:32]=[CH:31][C:30]([CH2:33][CH3:34])=[CH:29][CH:28]=2)[O:24][C:25]=1[CH3:26].C(=O)([O-])[O-].[K+].[K+].[I-].[K+], predict the reaction product. The product is: [CH2:1]([O:3][C:4](=[O:18])[CH:5]([O:15][CH2:16][CH3:17])[CH2:6][C:7]1[CH:12]=[CH:11][C:10]([O:13][CH2:20][C:21]2[N:22]=[C:23]([C:27]3[CH:28]=[CH:29][C:30]([CH2:33][CH3:34])=[CH:31][CH:32]=3)[O:24][C:25]=2[CH3:26])=[CH:9][C:8]=1[CH3:14])[CH3:2]. (5) Given the reactants F[C:2]1[CH:7]=[CH:6][C:5]([N+:8]([O-:10])=[O:9])=[C:4]([CH3:11])[CH:3]=1.[NH2:12][C@@H:13]([CH2:16][CH3:17])[CH2:14][OH:15].CCN(C(C)C)C(C)C, predict the reaction product. The product is: [CH3:11][C:4]1[CH:3]=[C:2]([NH:12][C@@H:13]([CH2:16][CH3:17])[CH2:14][OH:15])[CH:7]=[CH:6][C:5]=1[N+:8]([O-:10])=[O:9]. (6) Given the reactants [NH2:1][C:2]1[CH:7]=[CH:6][C:5]([C:8]2[C:16]3[C:15]([NH2:17])=[N:14][CH:13]=[N:12][C:11]=3[N:10]([C@H:18]3[CH2:23][CH2:22][C@@H:21]([N:24]4[CH2:29][CH2:28][N:27]([CH3:30])[CH2:26][CH2:25]4)[CH2:20][CH2:19]3)[CH:9]=2)=[CH:4][C:3]=1[F:31].[Br:32]N1C(=O)CCC1=O, predict the reaction product. The product is: [NH2:1][C:2]1[CH:7]=[CH:6][C:5]([C:8]2[C:16]3[C:15]([NH2:17])=[N:14][CH:13]=[N:12][C:11]=3[N:10]([C@H:18]3[CH2:23][CH2:22][C@@H:21]([N:24]4[CH2:25][CH2:26][N:27]([CH3:30])[CH2:28][CH2:29]4)[CH2:20][CH2:19]3)[C:9]=2[Br:32])=[CH:4][C:3]=1[F:31]. (7) Given the reactants Cl[C:2]([O:4][CH3:5])=[O:3].[F:6][C:7]([F:11])([F:10])[CH2:8][OH:9].N1C=CC=CC=1, predict the reaction product. The product is: [C:2](=[O:3])([O:9][CH2:8][C:7]([F:11])([F:10])[F:6])[O:4][CH3:5]. (8) Given the reactants FC1C=CC([C:8]([C:10]2[N:11]=[C:12]([NH:19][C:20]3[CH:24]=[C:23]([CH3:25])[NH:22][N:21]=3)[C:13]3[S:18][CH:17]=[CH:16][C:14]=3[N:15]=2)=[O:9])=CC=1.[BH4-].[Na+], predict the reaction product. The product is: [CH3:25][C:23]1[NH:22][N:21]=[C:20]([NH:19][C:12]2[C:13]3[S:18][CH:17]=[CH:16][C:14]=3[N:15]=[C:10]([CH2:8][OH:9])[N:11]=2)[CH:24]=1.